Dataset: Full USPTO retrosynthesis dataset with 1.9M reactions from patents (1976-2016). Task: Predict the reactants needed to synthesize the given product. (1) Given the product [Br:1][C:2]1[CH:7]=[CH:6][C:5]([C:8]2[N:9]=[N:10][N:11]([CH2:13][O:14][CH3:15])[N:12]=2)=[CH:4][CH:3]=1, predict the reactants needed to synthesize it. The reactants are: [Br:1][C:2]1[CH:7]=[CH:6][C:5]([C:8]2[NH:12][N:11]=[N:10][N:9]=2)=[CH:4][CH:3]=1.[CH3:13][O:14][CH2:15]Br.[OH-].[Na+].O. (2) Given the product [OH:1][CH:2]1[CH2:7][CH2:6][N+:5]([CH2:11][CH2:10][C:9]([O-:13])=[O:12])([CH3:8])[CH2:4][CH2:3]1, predict the reactants needed to synthesize it. The reactants are: [OH:1][CH:2]1[CH2:7][CH2:6][N:5]([CH3:8])[CH2:4][CH2:3]1.[C:9]([OH:13])(=[O:12])[CH:10]=[CH2:11]. (3) Given the product [ClH:21].[Cl:21][C:16]1[CH:17]=[CH:18][CH:19]=[CH:20][C:15]=1[S:14][CH:11]1[CH2:12][CH2:13][NH:8][CH2:9][CH2:10]1, predict the reactants needed to synthesize it. The reactants are: C(OC([N:8]1[CH2:13][CH2:12][CH:11]([S:14][C:15]2[CH:20]=[CH:19][CH:18]=[CH:17][C:16]=2[Cl:21])[CH2:10][CH2:9]1)=O)(C)(C)C.Cl.